The task is: Predict which catalyst facilitates the given reaction.. This data is from Catalyst prediction with 721,799 reactions and 888 catalyst types from USPTO. Reactant: [Si:1]([O:8][CH2:9][CH2:10][C:11]1[N:12]=[CH:13][N:14](C(C2C=CC=CC=2)(C2C=CC=CC=2)C2C=CC=CC=2)[CH:15]=1)([C:4]([CH3:7])([CH3:6])[CH3:5])([CH3:3])[CH3:2].Br[CH2:36][C:37]1[CH:44]=[CH:43][CH:42]=[CH:41][C:38]=1[C:39]#[N:40].C(NCC)C. Product: [Si:1]([O:8][CH2:9][CH2:10][C:11]1[N:12]([CH2:36][C:37]2[CH:44]=[CH:43][CH:42]=[CH:41][C:38]=2[C:39]#[N:40])[CH:13]=[N:14][CH:15]=1)([C:4]([CH3:5])([CH3:7])[CH3:6])([CH3:2])[CH3:3]. The catalyst class is: 10.